Dataset: Full USPTO retrosynthesis dataset with 1.9M reactions from patents (1976-2016). Task: Predict the reactants needed to synthesize the given product. (1) Given the product [F:36][C:37]1[CH:42]=[CH:41][C:40]([O:46][CH3:47])=[C:39]([C:2]2[CH:7]=[CH:6][N:5]=[C:4]3[N:8]([S:26]([C:29]4[CH:35]=[CH:34][C:32]([CH3:33])=[CH:31][CH:30]=4)(=[O:28])=[O:27])[C:9]([C:11]4([OH:25])[CH2:12][C:13]5([CH2:14][N:15]([C:17]([O:19][C:20]([CH3:23])([CH3:22])[CH3:21])=[O:18])[CH2:16]5)[CH2:24]4)=[CH:10][C:3]=23)[CH:38]=1, predict the reactants needed to synthesize it. The reactants are: Cl[C:2]1[CH:7]=[CH:6][N:5]=[C:4]2[N:8]([S:26]([C:29]3[CH:35]=[CH:34][C:32]([CH3:33])=[CH:31][CH:30]=3)(=[O:28])=[O:27])[C:9]([C:11]3([OH:25])[CH2:24][C:13]4([CH2:16][N:15]([C:17]([O:19][C:20]([CH3:23])([CH3:22])[CH3:21])=[O:18])[CH2:14]4)[CH2:12]3)=[CH:10][C:3]=12.[F:36][C:37]1[CH:38]=[CH:39][C:40]([O:46][CH3:47])=[C:41](B(O)O)[CH:42]=1.[O-]P([O-])([O-])=O.[K+].[K+].[K+].C(OCC)(=O)C. (2) Given the product [Br:1][C:18]1[C:13]2[CH:12]=[N:11][C:10]([Cl:9])=[N:15][C:14]=2[N:16]([CH2:27][C@@H:28]2[CH2:33][CH2:32][CH2:31][N:30]([C:34]([O:36][C:37]([CH3:40])([CH3:39])[CH3:38])=[O:35])[CH2:29]2)[C:17]=1[C:19]1[C:24]([Cl:25])=[CH:23][CH:22]=[CH:21][C:20]=1[Cl:26], predict the reactants needed to synthesize it. The reactants are: [Br:1]N1C(=O)CCC1=O.[Cl:9][C:10]1[N:11]=[CH:12][C:13]2[CH:18]=[C:17]([C:19]3[C:24]([Cl:25])=[CH:23][CH:22]=[CH:21][C:20]=3[Cl:26])[N:16]([CH2:27][C@@H:28]3[CH2:33][CH2:32][CH2:31][N:30]([C:34]([O:36][C:37]([CH3:40])([CH3:39])[CH3:38])=[O:35])[CH2:29]3)[C:14]=2[N:15]=1.[O-]S([O-])(=S)=O.[Na+].[Na+]. (3) Given the product [CH3:6][NH:7][CH2:9][CH:10]([OH:39])[CH2:11][O:12][C:13]1[CH:18]=[CH:17][CH:16]=[C:15]([C:19]2[N:24]=[C:23]([N:25]([CH3:32])[CH:26]3[CH2:27][CH2:28][O:29][CH2:30][CH2:31]3)[CH:22]=[C:21]([C:33]3[CH:38]=[CH:37][N:36]=[CH:35][CH:34]=3)[N:20]=2)[CH:14]=1, predict the reactants needed to synthesize it. The reactants are: C(O[C:6](=O)[N:7]([CH2:9][CH:10]([O:39][Si](C(C)(C)C)(C)C)[CH2:11][O:12][C:13]1[CH:18]=[CH:17][CH:16]=[C:15]([C:19]2[N:24]=[C:23]([N:25]([CH3:32])[CH:26]3[CH2:31][CH2:30][O:29][CH2:28][CH2:27]3)[CH:22]=[C:21]([C:33]3[CH:38]=[CH:37][N:36]=[CH:35][CH:34]=3)[N:20]=2)[CH:14]=1)C)(C)(C)C.Cl. (4) Given the product [N:8]([C:12]1[CH:11]=[N:10][CH:9]=[CH:14][C:19]=1[N:20]1[CH2:25][CH2:24][CH:23]([CH3:26])[CH:22]([NH:27][C:28](=[O:34])[O:29][C:30]([CH3:33])([CH3:32])[CH3:31])[CH2:21]1)=[C:1]=[S:2], predict the reactants needed to synthesize it. The reactants are: [C:1]([N:8]1[CH:12]=[CH:11][N:10]=[CH:9]1)(N1C=CN=C1)=[S:2].N[C:14]1C=NC=C[C:19]=1[N:20]1[CH2:25][CH2:24][CH:23]([CH3:26])[CH:22]([NH:27][C:28](=[O:34])[O:29][C:30]([CH3:33])([CH3:32])[CH3:31])[CH2:21]1. (5) Given the product [N:1]1([CH2:6][C:7]2[CH:23]=[CH:22][C:10]([CH2:11][N:12]3[CH:20]=[C:19]4[C:14]([N:15]=[CH:16][N:17]=[C:18]4[NH:33][CH2:32][C:27]4[CH:26]=[C:25]([Cl:24])[CH:30]=[C:29]([Cl:31])[CH:28]=4)=[N:13]3)=[CH:9][CH:8]=2)[CH:5]=[CH:4][CH:3]=[N:2]1, predict the reactants needed to synthesize it. The reactants are: [N:1]1([CH2:6][C:7]2[CH:23]=[CH:22][C:10]([CH2:11][N:12]3[CH:20]=[C:19]4[C:14]([N:15]=[CH:16][N:17]=[C:18]4Cl)=[N:13]3)=[CH:9][CH:8]=2)[CH:5]=[CH:4][CH:3]=[N:2]1.[Cl:24][C:25]1[CH:26]=[C:27]([CH2:32][NH2:33])[CH:28]=[C:29]([Cl:31])[CH:30]=1.